Dataset: Full USPTO retrosynthesis dataset with 1.9M reactions from patents (1976-2016). Task: Predict the reactants needed to synthesize the given product. (1) The reactants are: Cl[C:2]1[CH:11]=[C:10]([C:12]#[N:13])[C:5]([C:6]([O:8][CH3:9])=[O:7])=[C:4]([C:14]2[CH:15]=[N:16][N:17]([CH3:19])[CH:18]=2)[N:3]=1.[NH2:20][CH2:21][C@@H:22]([NH:26][C:27](=[O:33])[O:28][C:29]([CH3:32])([CH3:31])[CH3:30])[CH2:23][O:24][CH3:25].CCN(C(C)C)C(C)C. Given the product [C:29]([O:28][C:27]([NH:26][C@@H:22]([CH2:23][O:24][CH3:25])[CH2:21][NH:20][C:2]1[CH:11]=[C:10]([C:12]#[N:13])[C:5]([C:6]([O:8][CH3:9])=[O:7])=[C:4]([C:14]2[CH:15]=[N:16][N:17]([CH3:19])[CH:18]=2)[N:3]=1)=[O:33])([CH3:32])([CH3:31])[CH3:30], predict the reactants needed to synthesize it. (2) The reactants are: [CH3:1][C:2]1[CH:6]=[CH:5][S:4][C:3]=1[C:7]([OH:9])=[O:8].[Cl:10][S:11](O)(=[O:13])=[O:12]. Given the product [Cl:10][S:11]([C:6]1[C:2]([CH3:1])=[C:3]([C:7]([OH:9])=[O:8])[S:4][CH:5]=1)(=[O:13])=[O:12], predict the reactants needed to synthesize it.